The task is: Regression. Given a peptide amino acid sequence and an MHC pseudo amino acid sequence, predict their binding affinity value. This is MHC class II binding data.. This data is from Peptide-MHC class II binding affinity with 134,281 pairs from IEDB. (1) The peptide sequence is GSYEVKATGSASSMING. The MHC is DRB1_0405 with pseudo-sequence DRB1_0405. The binding affinity (normalized) is 0.365. (2) The MHC is HLA-DPA10301-DPB10402 with pseudo-sequence HLA-DPA10301-DPB10402. The binding affinity (normalized) is 0.420. The peptide sequence is MNIKLQMPLYVAGYK. (3) The peptide sequence is GSILLNFGTFYEHID. The MHC is DRB1_0101 with pseudo-sequence DRB1_0101. The binding affinity (normalized) is 0.392. (4) The peptide sequence is RMAMTDTTPFGQQRV. The MHC is DRB1_0405 with pseudo-sequence DRB1_0405. The binding affinity (normalized) is 0.134. (5) The peptide sequence is VVVHITDDNEEPIAA. The binding affinity (normalized) is 0.211. The MHC is DRB1_1201 with pseudo-sequence DRB1_1201. (6) The peptide sequence is AAFHSRFVQALTTAA. The MHC is DRB1_0802 with pseudo-sequence DRB1_0802. The binding affinity (normalized) is 0.702.